From a dataset of Forward reaction prediction with 1.9M reactions from USPTO patents (1976-2016). Predict the product of the given reaction. (1) Given the reactants [NH2:1][CH2:2][CH2:3][OH:4].[CH3:5][C:6]([O:9][C:10](O[C:10]([O:9][C:6]([CH3:8])([CH3:7])[CH3:5])=[O:11])=[O:11])([CH3:8])[CH3:7].CO, predict the reaction product. The product is: [OH:4][CH2:3][CH2:2][NH:1][C:10](=[O:11])[O:9][C:6]([CH3:8])([CH3:7])[CH3:5]. (2) Given the reactants [CH3:1][O:2][C:3](=[O:26])[C:4]1[CH:9]=[CH:8][C:7]([O:10][CH2:11][C:12]2[CH:13]=[N:14][CH:15]=[CH:16][CH:17]=2)=[CH:6][C:5]=1OS(C(F)(F)F)(=O)=O.I[C:28]1[CH:36]=[C:35](C([O-])=O)[CH:34]=[CH:33][C:29]=1C([O-])=O, predict the reaction product. The product is: [CH3:1][O:2][C:3](=[O:26])[C:4]1[CH:9]=[CH:8][C:7]([O:10][CH2:11][C:12]2[CH:13]=[N:14][CH:15]=[CH:16][CH:17]=2)=[CH:6][C:5]=1[C:28]1[CH:36]=[CH:35][CH:34]=[CH:33][CH:29]=1.